From a dataset of Catalyst prediction with 721,799 reactions and 888 catalyst types from USPTO. Predict which catalyst facilitates the given reaction. (1) Reactant: [NH3:1].[C:2]([NH:5][C@H:6]1[CH2:10][CH2:9][C@@H:8]([C:11]([O:13]C)=O)[CH2:7]1)(=[O:4])[CH3:3]. Product: [C:2]([NH:5][C@H:6]1[CH2:10][CH2:9][C@@H:8]([C:11]([NH2:1])=[O:13])[CH2:7]1)(=[O:4])[CH3:3]. The catalyst class is: 5. (2) Reactant: [NH2:1][C:2]1[CH2:6][S:5][C:4](=[O:7])[N:3]=1.CC(C)([O-])C.[K+].[CH:14]([C:16]1[CH:34]=[CH:33][C:19]([O:20][C:21]2[C:30]3[C:25](=[CH:26][CH:27]=[CH:28][CH:29]=3)[C:24]([C:31]#[N:32])=[CH:23][CH:22]=2)=[C:18]([O:35][CH3:36])[CH:17]=1)=O.[Cl-].[NH4+]. Product: [NH2:1][C:2]1=[N:3][C:4](=[O:7])[S:5]/[C:6]/1=[CH:14]\[C:16]1[CH:34]=[CH:33][C:19]([O:20][C:21]2[C:30]3[C:25](=[CH:26][CH:27]=[CH:28][CH:29]=3)[C:24]([C:31]#[N:32])=[CH:23][CH:22]=2)=[C:18]([O:35][CH3:36])[CH:17]=1. The catalyst class is: 9. (3) Reactant: [Br:1][CH2:2][C:3]1[O:7][N:6]=[C:5]([C:8]([C:16]2[CH:21]=[CH:20][CH:19]=[CH:18][CH:17]=2)([C:10]2[CH:15]=[CH:14][CH:13]=[CH:12][CH:11]=2)[OH:9])[CH:4]=1.[F:22][C:23]1[CH:24]=[C:25]([CH:35]=[CH:36][C:37]=1[CH3:38])[O:26][C@@H:27]1[CH:32]2[CH2:33][CH2:34][N:29]([CH2:30][CH2:31]2)[CH2:28]1. The catalyst class is: 10. Product: [Br-:1].[F:22][C:23]1[CH:24]=[C:25]([CH:35]=[CH:36][C:37]=1[CH3:38])[O:26][C@@H:27]1[CH:32]2[CH2:33][CH2:34][N+:29]([CH2:2][C:3]3[O:7][N:6]=[C:5]([C:8]([OH:9])([C:16]4[CH:21]=[CH:20][CH:19]=[CH:18][CH:17]=4)[C:10]4[CH:15]=[CH:14][CH:13]=[CH:12][CH:11]=4)[CH:4]=3)([CH2:30][CH2:31]2)[CH2:28]1. (4) Reactant: [NH2:1][C:2]1[CH:7]=[CH:6][CH:5]=[CH:4][C:3]=1[NH:8][S:9]([C:12]1[S:16][C:15]2[CH:17]=[CH:18][CH:19]=[CH:20][C:14]=2[CH:13]=1)(=[O:11])=[O:10].[CH3:21][O:22][C:23]1[CH:28]=[CH:27][C:26]([CH3:29])=[CH:25][C:24]=1[S:30](Cl)(=[O:32])=[O:31]. Product: [CH3:21][O:22][C:23]1[CH:28]=[CH:27][C:26]([CH3:29])=[CH:25][C:24]=1[S:30]([NH:1][C:2]1[CH:7]=[CH:6][CH:5]=[CH:4][C:3]=1[NH:8][S:9]([C:12]1[S:16][C:15]2[CH:17]=[CH:18][CH:19]=[CH:20][C:14]=2[CH:13]=1)(=[O:11])=[O:10])(=[O:31])=[O:32]. The catalyst class is: 202. (5) Reactant: [ClH:1].[CH3:2][O:3][C:4]1[CH:5]=[C:6]2[C:10](=[CH:11][CH:12]=1)[NH:9][C:8](=[O:13])[C@:7]12[CH2:15][C@H:14]1[C:16]1[CH:24]=[C:23]2[C:19]([C:20]([C:25]3[CH:26]=[N:27][C:28]([N:31]4[CH2:36][CH2:35][N:34]([CH3:37])[CH2:33][CH2:32]4)=[CH:29][CH:30]=3)=[N:21][NH:22]2)=[CH:18][CH:17]=1. Product: [ClH:1].[ClH:1].[CH3:2][O:3][C:4]1[CH:5]=[C:6]2[C:10](=[CH:11][CH:12]=1)[NH:9][C:8](=[O:13])[C@:7]12[CH2:15][C@H:14]1[C:16]1[CH:24]=[C:23]2[C:19]([C:20]([C:25]3[CH:26]=[N:27][C:28]([N:31]4[CH2:32][CH2:33][N:34]([CH3:37])[CH2:35][CH2:36]4)=[CH:29][CH:30]=3)=[N:21][NH:22]2)=[CH:18][CH:17]=1. The catalyst class is: 100. (6) Reactant: [NH2:1][C:2]1[C:7]2[C:8]([C:11]3[CH:16]=[CH:15][C:14]([NH:17][C:18]([C:20]4[N:21](C)[C:22]5[C:27]([CH:28]=4)=[CH:26][CH:25]=[CH:24][CH:23]=5)=[O:19])=[C:13]([O:30][CH3:31])[CH:12]=3)=[CH:9][S:10][C:6]=2[C:5](/[CH:32]=[CH:33]/[CH2:34][OH:35])=[CH:4][N:3]=1.CO.[BH4-].[Na+].C(=O)([O-])[O-].[Na+].[Na+]. Product: [NH2:1][C:2]1[C:7]2[C:8]([C:11]3[CH:16]=[CH:15][C:14]([NH:17][C:18]([C:20]4[NH:21][C:22]5[C:27]([CH:28]=4)=[CH:26][CH:25]=[CH:24][CH:23]=5)=[O:19])=[C:13]([O:30][CH3:31])[CH:12]=3)=[CH:9][S:10][C:6]=2[C:5]([CH2:32][CH2:33][CH2:34][OH:35])=[CH:4][N:3]=1. The catalyst class is: 9. (7) Reactant: [H-].[Na+].[OH:3][CH:4]1[CH2:9][CH2:8][N:7]([C:10]([O:12][C:13]([CH3:16])([CH3:15])[CH3:14])=[O:11])[CH2:6][CH2:5]1.[Cl:17][C:18]1[CH:23]=[C:22](Cl)[N:21]=[CH:20][N:19]=1. Product: [Cl:17][C:18]1[N:19]=[CH:20][N:21]=[C:22]([O:3][CH:4]2[CH2:5][CH2:6][N:7]([C:10]([O:12][C:13]([CH3:16])([CH3:15])[CH3:14])=[O:11])[CH2:8][CH2:9]2)[CH:23]=1. The catalyst class is: 1. (8) The catalyst class is: 272. Product: [Cl:31][C:21]1[C:19]2[O:20][C:14]3[C:13]([CH3:35])=[CH:12][C:11]([C:9]([OH:10])=[O:8])=[CH:34][C:15]=3[S:16](=[O:32])(=[O:33])[CH2:17][C:18]=2[CH:24]=[C:23]([N:25]2[CH2:26][CH2:27][N:28]([C:4]([CH:1]3[CH2:3][CH2:2]3)=[O:5])[CH2:29][CH2:30]2)[CH:22]=1. Reactant: [CH:1]1([C:4](Cl)=[O:5])[CH2:3][CH2:2]1.C[O:8][C:9]([C:11]1[CH:12]=[C:13]([CH3:35])[C:14]2[O:20][C:19]3[C:21]([Cl:31])=[CH:22][C:23]([N:25]4[CH2:30][CH2:29][NH:28][CH2:27][CH2:26]4)=[CH:24][C:18]=3[CH2:17][S:16](=[O:33])(=[O:32])[C:15]=2[CH:34]=1)=[O:10]. (9) Reactant: I[C:2]1[C:10]2[C:5](=[CH:6][C:7]([C:11]([F:14])([F:13])[F:12])=[CH:8][CH:9]=2)[N:4]([CH3:15])[N:3]=1.C([Mg]Cl)(C)C.[CH2:21]([Sn:25]([CH2:31][CH2:32][CH2:33][CH3:34])([CH2:27][CH2:28][CH2:29][CH3:30])Cl)[CH2:22][CH2:23][CH3:24].[NH4+].[Cl-]. Product: [CH3:15][N:4]1[C:5]2[C:10](=[CH:9][CH:8]=[C:7]([C:11]([F:14])([F:13])[F:12])[CH:6]=2)[C:2]([Sn:25]([CH2:27][CH2:28][CH2:29][CH3:30])([CH2:31][CH2:32][CH2:33][CH3:34])[CH2:21][CH2:22][CH2:23][CH3:24])=[N:3]1. The catalyst class is: 7.